The task is: Predict the product of the given reaction.. This data is from Forward reaction prediction with 1.9M reactions from USPTO patents (1976-2016). The product is: [CH:19]1([C:7]2[CH:12]=[CH:11][C:10]([N+:13]([O-:15])=[O:14])=[C:9]([F:16])[CH:8]=2)[CH2:21][CH2:20]1. Given the reactants FC(F)(F)S(O[C:7]1[CH:12]=[CH:11][C:10]([N+:13]([O-:15])=[O:14])=[C:9]([F:16])[CH:8]=1)(=O)=O.[CH:19]1(B(O)O)[CH2:21][CH2:20]1.ClCCl.C(=O)([O-])[O-].[Cs+].[Cs+].O, predict the reaction product.